From a dataset of NCI-60 drug combinations with 297,098 pairs across 59 cell lines. Regression. Given two drug SMILES strings and cell line genomic features, predict the synergy score measuring deviation from expected non-interaction effect. (1) Drug 1: C1CN1P(=S)(N2CC2)N3CC3. Drug 2: CC1=C(C(=O)C2=C(C1=O)N3CC4C(C3(C2COC(=O)N)OC)N4)N. Cell line: OVCAR-8. Synergy scores: CSS=36.9, Synergy_ZIP=-6.15, Synergy_Bliss=-3.00, Synergy_Loewe=1.81, Synergy_HSA=3.56. (2) Drug 1: CCC1=CC2CC(C3=C(CN(C2)C1)C4=CC=CC=C4N3)(C5=C(C=C6C(=C5)C78CCN9C7C(C=CC9)(C(C(C8N6C)(C(=O)OC)O)OC(=O)C)CC)OC)C(=O)OC.C(C(C(=O)O)O)(C(=O)O)O. Drug 2: C1=CN(C(=O)N=C1N)C2C(C(C(O2)CO)O)O.Cl. Cell line: SF-539. Synergy scores: CSS=57.1, Synergy_ZIP=-4.69, Synergy_Bliss=-3.48, Synergy_Loewe=-4.42, Synergy_HSA=-0.848. (3) Drug 1: C1=C(C(=O)NC(=O)N1)N(CCCl)CCCl. Drug 2: CC1C(C(=O)NC(C(=O)N2CCCC2C(=O)N(CC(=O)N(C(C(=O)O1)C(C)C)C)C)C(C)C)NC(=O)C3=C4C(=C(C=C3)C)OC5=C(C(=O)C(=C(C5=N4)C(=O)NC6C(OC(=O)C(N(C(=O)CN(C(=O)C7CCCN7C(=O)C(NC6=O)C(C)C)C)C)C(C)C)C)N)C. Cell line: SK-MEL-28. Synergy scores: CSS=1.99, Synergy_ZIP=2.49, Synergy_Bliss=6.41, Synergy_Loewe=5.62, Synergy_HSA=5.54. (4) Drug 1: CNC(=O)C1=CC=CC=C1SC2=CC3=C(C=C2)C(=NN3)C=CC4=CC=CC=N4. Drug 2: CCC1(CC2CC(C3=C(CCN(C2)C1)C4=CC=CC=C4N3)(C5=C(C=C6C(=C5)C78CCN9C7C(C=CC9)(C(C(C8N6C=O)(C(=O)OC)O)OC(=O)C)CC)OC)C(=O)OC)O.OS(=O)(=O)O. Cell line: UACC-257. Synergy scores: CSS=20.2, Synergy_ZIP=0.956, Synergy_Bliss=3.59, Synergy_Loewe=-13.3, Synergy_HSA=0.484. (5) Drug 1: CC(CN1CC(=O)NC(=O)C1)N2CC(=O)NC(=O)C2. Drug 2: C1=CN(C(=O)N=C1N)C2C(C(C(O2)CO)O)O.Cl. Cell line: SN12C. Synergy scores: CSS=28.8, Synergy_ZIP=-8.26, Synergy_Bliss=-6.47, Synergy_Loewe=-4.33, Synergy_HSA=-2.04. (6) Drug 1: CCC(=C(C1=CC=CC=C1)C2=CC=C(C=C2)OCCN(C)C)C3=CC=CC=C3.C(C(=O)O)C(CC(=O)O)(C(=O)O)O. Drug 2: C1=NC2=C(N1)C(=S)N=CN2. Cell line: NCI-H322M. Synergy scores: CSS=41.2, Synergy_ZIP=-5.08, Synergy_Bliss=-1.39, Synergy_Loewe=-33.9, Synergy_HSA=-0.781. (7) Drug 1: C1CCC(C(C1)N)N.C(=O)(C(=O)[O-])[O-].[Pt+4]. Drug 2: COCCOC1=C(C=C2C(=C1)C(=NC=N2)NC3=CC=CC(=C3)C#C)OCCOC.Cl. Cell line: ACHN. Synergy scores: CSS=37.8, Synergy_ZIP=-7.27, Synergy_Bliss=-5.49, Synergy_Loewe=-2.84, Synergy_HSA=-0.0793.